From a dataset of Forward reaction prediction with 1.9M reactions from USPTO patents (1976-2016). Predict the product of the given reaction. (1) Given the reactants [CH:1]([C:4]1[CH:9]=[CH:8][C:7]([NH:10][C:11](=[O:43])[C:12]2[CH:17]=[CH:16][CH:15]=[C:14]([O:18][C:19]3[CH:24]=[CH:23][N:22]=[C:21]4[N:25](CC5C=CC(OC)=CC=5)[N:26]=[C:27]([NH:28][C@@H:29]5[CH2:33][CH2:32][NH:31][CH2:30]5)[C:20]=34)[CH:13]=2)=[CH:6][C:5]=1[CH3:44])([CH3:3])[CH3:2], predict the reaction product. The product is: [CH:1]([C:4]1[CH:9]=[CH:8][C:7]([NH:10][C:11](=[O:43])[C:12]2[CH:17]=[CH:16][CH:15]=[C:14]([O:18][C:19]3[CH:24]=[CH:23][N:22]=[C:21]4[NH:25][N:26]=[C:27]([NH:28][C@@H:29]5[CH2:33][CH2:32][NH:31][CH2:30]5)[C:20]=34)[CH:13]=2)=[CH:6][C:5]=1[CH3:44])([CH3:3])[CH3:2]. (2) Given the reactants [Cl:1][C:2]1[CH:3]=[C:4]([C@@H:12]([CH2:16][CH:17]2[CH2:21][CH2:20][CH2:19][CH2:18]2)[C:13]([OH:15])=O)[CH:5]=[CH:6][C:7]=1[S:8]([CH3:11])(=[O:10])=[O:9].C(Cl)(=O)C(Cl)=O.[CH3:28][O:29][C:30]([C:32]1[CH:37]=[N:36][C:35]([NH2:38])=[CH:34][N:33]=1)=[O:31].N1C=CC=CC=1, predict the reaction product. The product is: [CH3:28][O:29][C:30]([C:32]1[CH:37]=[N:36][C:35]([NH:38][C:13](=[O:15])[C@@H:12]([C:4]2[CH:5]=[CH:6][C:7]([S:8]([CH3:11])(=[O:9])=[O:10])=[C:2]([Cl:1])[CH:3]=2)[CH2:16][CH:17]2[CH2:21][CH2:20][CH2:19][CH2:18]2)=[CH:34][N:33]=1)=[O:31]. (3) Given the reactants [Cl:1][C:2]1[CH:7]=[CH:6][CH:5]=[CH:4][C:3]=1[NH:8][C:9]([C:11]1[N:23]([C:24]2[CH:29]=[CH:28][C:27]([F:30])=[CH:26][CH:25]=2)[C:14]2[N:15]=[C:16](S(C)(=O)=O)[N:17]=[CH:18][C:13]=2[CH:12]=1)=[O:10].C(N(C(C)C)CC)(C)C.Cl.[NH2:41][CH:42]([CH3:47])[C:43]([CH3:46])([OH:45])[CH3:44], predict the reaction product. The product is: [Cl:1][C:2]1[CH:7]=[CH:6][CH:5]=[CH:4][C:3]=1[NH:8][C:9]([C:11]1[N:23]([C:24]2[CH:29]=[CH:28][C:27]([F:30])=[CH:26][CH:25]=2)[C:14]2[N:15]=[C:16]([NH:41][CH:42]([CH3:47])[C:43]([OH:45])([CH3:46])[CH3:44])[N:17]=[CH:18][C:13]=2[CH:12]=1)=[O:10].